This data is from Full USPTO retrosynthesis dataset with 1.9M reactions from patents (1976-2016). The task is: Predict the reactants needed to synthesize the given product. (1) Given the product [CH3:18][CH2:19][N:12]([CH:11]([CH3:10])[CH3:16])[CH:13]([CH3:14])[CH3:31].[C:18]([O:22][C:23](=[O:30])[NH:24][CH2:25]/[CH:26]=[CH:27]\[CH2:28][N:9]([CH2:10][C:11]1[C:16]([CH3:17])=[CH:15][CH:14]=[CH:13][N:12]=1)[CH2:8][C:3]1[C:2]([CH3:1])=[CH:7][CH:6]=[CH:5][N:4]=1)([CH3:21])([CH3:20])[CH3:19], predict the reactants needed to synthesize it. The reactants are: [CH3:1][C:2]1[C:3]([CH2:8][NH:9][CH2:10][C:11]2[C:16]([CH3:17])=[CH:15][CH:14]=[CH:13][N:12]=2)=[N:4][CH:5]=[CH:6][CH:7]=1.[C:18]([O:22][C:23](=[O:30])[NH:24][CH2:25]/[CH:26]=[CH:27]\[CH2:28]Cl)([CH3:21])([CH3:20])[CH3:19].[CH3:31]C#N. (2) Given the product [CH2:1]([C@H:4]1[CH2:10][N:9]([CH:11]2[CH2:12][CH2:13][CH2:14][CH2:15]2)[C:8]2[N:16]=[C:17]([NH:20][C:21]3[CH:29]=[CH:28][C:24]([C:25]([NH:41][C@H:37]4[CH2:38][CH2:39][CH2:40][N:35]([CH3:34])[CH2:36]4)=[O:26])=[CH:23][C:22]=3[O:30][CH3:31])[N:18]=[CH:19][C:7]=2[N:6]([CH3:32])[C:5]1=[O:33])[CH:2]=[CH2:3], predict the reactants needed to synthesize it. The reactants are: [CH2:1]([C@H:4]1[CH2:10][N:9]([CH:11]2[CH2:15][CH2:14][CH2:13][CH2:12]2)[C:8]2[N:16]=[C:17]([NH:20][C:21]3[CH:29]=[CH:28][C:24]([C:25](O)=[O:26])=[CH:23][C:22]=3[O:30][CH3:31])[N:18]=[CH:19][C:7]=2[N:6]([CH3:32])[C:5]1=[O:33])[CH:2]=[CH2:3].[CH3:34][N:35]1[CH2:40][CH2:39][CH2:38][C@H:37]([NH2:41])[CH2:36]1. (3) Given the product [CH3:11][C:12]([C:28]1[CH:27]=[CH:26][C:25]([OH:31])=[CH:30][CH:29]=1)([C:8]1[CH:1]=[CH:3][C:4]([OH:5])=[CH:6][CH:7]=1)[CH3:13], predict the reactants needed to synthesize it. The reactants are: [C:1]1([CH:8]=[CH:7][CH:6]=[C:4]([OH:5])[CH:3]=1)O.C[N+](CCCC)(CCCC)[CH2:11][CH2:12][CH2:13]C.[OH-].[Na+].[C:25]1([OH:31])[CH:30]=[CH:29][CH:28]=[CH:27][CH:26]=1.C(Cl)(Cl)=O. (4) Given the product [CH3:1][C:2]1[C:14]2[C:13]3[C:8](=[CH:9][CH:10]=[CH:11][CH:12]=3)[NH:7][C:6]=2[CH:5]=[N:4][CH:3]=1, predict the reactants needed to synthesize it. The reactants are: [CH3:1][CH:2]1[C:14]2[C:13]3[C:8](=[CH:9][CH:10]=[CH:11][CH:12]=3)[NH:7][C:6]=2[CH2:5][NH:4][CH2:3]1. (5) Given the product [CH:24]1[N:28]([CH2:29][O:30][CH2:31][CH2:32][OH:33])[C:27]2[N:34]=[C:35]([NH2:39])[N:36]=[C:37]([OH:38])[C:26]=2[N:25]=1.[NH:18]1[CH:22]=[CH:21][N:20]=[CH:19]1.[Na:23].[CH3:1][C@H:2]([C:15]([OH:17])=[O:16])[C:3]1[CH:4]=[CH:5][C:6]2[CH:7]=[C:8]([O:13][CH3:14])[CH:9]=[CH:10][C:11]=2[CH:12]=1, predict the reactants needed to synthesize it. The reactants are: [CH3:1][C@H:2]([C:15]([OH:17])=[O:16])[C:3]1[CH:4]=[CH:5][C:6]2[CH:7]=[C:8]([O:13][CH3:14])[CH:9]=[CH:10][C:11]=2[CH:12]=1.[NH:18]1[CH:22]=[CH:21][N:20]=[CH:19]1.[Na:23].[CH:24]1[N:28]([CH2:29][O:30][CH2:31][CH2:32][OH:33])[C:27]2[N:34]=[C:35]([NH2:39])[N:36]=[C:37]([OH:38])[C:26]=2[N:25]=1. (6) Given the product [F:25][C:19]1[CH:20]=[CH:21][CH:22]=[C:23]([F:24])[C:18]=1[C:15]1[CH:16]=[CH:17][C:12]2[N:13]([C:9]([NH:8][C:3]3[CH:4]=[N:5][CH:6]=[CH:7][C:2]=3[C:56]3[CH:55]=[CH:54][N:53]=[C:52]([NH2:51])[CH:57]=3)=[N:10][CH:11]=2)[N:14]=1, predict the reactants needed to synthesize it. The reactants are: Br[C:2]1[CH:7]=[CH:6][N:5]=[CH:4][C:3]=1[NH:8][C:9]1[N:13]2[N:14]=[C:15]([C:18]3[C:23]([F:24])=[CH:22][CH:21]=[CH:20][C:19]=3[F:25])[CH:16]=[CH:17][C:12]2=[CH:11][N:10]=1.ClC1C=CN=CC=1NC1N2N=C(C3C(F)=CC=CC=3F)C=CC2=CN=1.[NH2:51][C:52]1[CH:57]=[C:56](B(O)O)[CH:55]=[CH:54][N:53]=1.C([O-])([O-])=O.[Na+].[Na+]. (7) The reactants are: [Cl:1][C:2]1[CH:3]=[CH:4][C:5]2[C:11]3[N:12](CC4C=CC(OC)=CC=4OC)[C:13](=[O:21])[C:14]([C:17]([O:19]C)=[O:18])=[C:15]([OH:16])[C:10]=3[CH2:9][CH2:8][CH2:7][C:6]=2[CH:33]=1.[CH3:34][N:35]([CH3:42])[CH:36]1[CH2:41][CH2:40][CH2:39][NH:38][CH2:37]1. Given the product [ClH:1].[CH3:34][N:35]([CH3:42])[CH:36]1[CH2:41][CH2:40][CH2:39][N:38]([C:2]2[CH:3]=[CH:4][C:5]3[C:11]4[NH:12][C:13](=[O:21])[C:14]([C:17]([OH:19])=[O:18])=[C:15]([OH:16])[C:10]=4[CH2:9][CH2:8][CH2:7][C:6]=3[CH:33]=2)[CH2:37]1, predict the reactants needed to synthesize it. (8) Given the product [CH3:1][O:2][C:3]1[CH:8]=[CH:7][C:6]([P:9](=[O:10])([CH:18]=[CH2:19])[CH:13]=[CH2:17])=[CH:5][CH:4]=1, predict the reactants needed to synthesize it. The reactants are: [CH3:1][O:2][C:3]1[CH:8]=[CH:7][C:6]([P:9](Cl)(Cl)=[O:10])=[CH:5][CH:4]=1.[CH2:13]1[CH2:17]OCC1.[CH:18]([Mg]Br)=[CH2:19]. (9) Given the product [CH:18]([NH:17][C:2]1[C:7]([C:8]([O:10][CH2:11][CH3:12])=[O:9])=[CH:6][N:5]=[C:4]([S:13][CH3:14])[N:3]=1)([CH3:20])[CH3:19], predict the reactants needed to synthesize it. The reactants are: Cl[C:2]1[C:7]([C:8]([O:10][CH2:11][CH3:12])=[O:9])=[CH:6][N:5]=[C:4]([S:13][CH3:14])[N:3]=1.CC[N:17](C(C)C)[CH:18]([CH3:20])[CH3:19].C(N)(C)C. (10) Given the product [C:8]([C:3]1[C:2]([C:11]#[C:10][C:12]2[CH:17]=[CH:16][C:15]([O:18][CH3:19])=[CH:14][CH:13]=2)=[CH:7][CH:6]=[CH:5][N:4]=1)#[N:9], predict the reactants needed to synthesize it. The reactants are: Br[C:2]1[C:3]([C:8]#[N:9])=[N:4][CH:5]=[CH:6][CH:7]=1.[C:10]([C:12]1[CH:17]=[CH:16][C:15]([O:18][CH3:19])=[CH:14][CH:13]=1)#[CH:11].C(N(CC)CC)C.C(=O)([O-])[O-].[Na+].[Na+].